Task: Predict the reactants needed to synthesize the given product.. Dataset: Full USPTO retrosynthesis dataset with 1.9M reactions from patents (1976-2016) (1) The reactants are: O[C:2]1([C:18]([O:20][CH2:21][CH3:22])=[O:19])[CH2:10][C:9]2[C:4](=[N:5][CH:6]=[CH:7][CH:8]=2)[N:3]1C(OC(C)(C)C)=O.Cl. Given the product [NH:3]1[C:4]2[C:9](=[CH:8][CH:7]=[CH:6][N:5]=2)[CH:10]=[C:2]1[C:18]([O:20][CH2:21][CH3:22])=[O:19], predict the reactants needed to synthesize it. (2) Given the product [Cl:13][CH2:14][S:15]([NH:5][CH2:4][CH2:3][C:2]#[N:1])(=[O:17])=[O:16], predict the reactants needed to synthesize it. The reactants are: [NH2:1][CH2:2][CH2:3][C:4]#[N:5].C(N(CC)CC)C.[Cl:13][CH2:14][S:15](Cl)(=[O:17])=[O:16].C(OCC)(=O)C. (3) Given the product [F:27][C:23]1[CH:22]=[C:21]2[C:26]([C:18]([C:15]3[CH:16]=[CH:17][C:11]4[O:10][C:9]([CH2:8][N:1]5[CH2:6][CH2:5][NH:4][CH2:3][CH2:2]5)=[N:13][C:12]=4[CH:14]=3)=[CH:19][N:20]2[S:28]([C:31]2[CH:32]=[CH:33][CH:34]=[CH:35][CH:36]=2)(=[O:30])=[O:29])=[CH:25][CH:24]=1, predict the reactants needed to synthesize it. The reactants are: [NH:1]1[CH2:6][CH2:5][NH:4][CH2:3][CH2:2]1.Cl[CH2:8][C:9]1[O:10][C:11]2[CH:17]=[CH:16][C:15]([C:18]3[C:26]4[C:21](=[CH:22][C:23]([F:27])=[CH:24][CH:25]=4)[N:20]([S:28]([C:31]4[CH:36]=[CH:35][CH:34]=[CH:33][CH:32]=4)(=[O:30])=[O:29])[CH:19]=3)=[CH:14][C:12]=2[N:13]=1. (4) Given the product [CH2:1]([O:3][C:4](=[O:19])[CH:5]([O:16][CH2:17][CH3:18])[CH2:6][C:7]1[CH:8]=[C:9]([CH3:15])[C:10]([O:14][CH2:36][CH2:35][C:33]2[N:34]=[C:30]([C:27]3[CH:26]=[CH:25][C:24]([C:20]([CH3:21])([CH3:23])[CH3:22])=[CH:29][CH:28]=3)[S:31][C:32]=2[CH3:38])=[C:11]([CH3:13])[CH:12]=1)[CH3:2], predict the reactants needed to synthesize it. The reactants are: [CH2:1]([O:3][C:4](=[O:19])[CH:5]([O:16][CH2:17][CH3:18])[CH2:6][C:7]1[CH:12]=[C:11]([CH3:13])[C:10]([OH:14])=[C:9]([CH3:15])[CH:8]=1)[CH3:2].[C:20]([C:24]1[CH:29]=[CH:28][C:27]([C:30]2[S:31][C:32]([CH3:38])=[C:33]([CH2:35][CH2:36]O)[N:34]=2)=[CH:26][CH:25]=1)([CH3:23])([CH3:22])[CH3:21].C1(P(C2C=CC=CC=2)C2C=CC=CC=2)C=CC=CC=1.N(C(OCC)=O)=NC(OCC)=O. (5) Given the product [CH2:12]([O:14][C:15](=[O:38])[O:16][C:17]1[CH:18]([CH2:31][CH:32]2[CH2:37][CH2:36][S:35](=[O:9])[CH2:34][CH2:33]2)[NH:19][C:20](=[O:30])[C:21]=1[C:22]1[CH:27]=[C:26]([CH3:28])[CH:25]=[CH:24][C:23]=1[CH3:29])[CH3:13], predict the reactants needed to synthesize it. The reactants are: C1C=C(Cl)C=C(C(OO)=[O:9])C=1.[CH2:12]([O:14][C:15](=[O:38])[O:16][C:17]1[CH:18]([CH2:31][CH:32]2[CH2:37][CH2:36][S:35][CH2:34][CH2:33]2)[NH:19][C:20](=[O:30])[C:21]=1[C:22]1[CH:27]=[C:26]([CH3:28])[CH:25]=[CH:24][C:23]=1[CH3:29])[CH3:13]. (6) Given the product [Cl:4][C:5]1[C:6]([OH:21])=[C:7]([CH:12]=[C:13]([O:15][CH2:16][CH:17]=[C:18]([Cl:19])[Cl:20])[CH:14]=1)[C:8]([O:10][CH3:11])=[O:9], predict the reactants needed to synthesize it. The reactants are: [Br-].[Mg+2].[Br-].[Cl:4][C:5]1[C:6]([O:21]CC=C(Cl)Cl)=[C:7]([CH:12]=[C:13]([O:15][CH2:16][CH:17]=[C:18]([Cl:20])[Cl:19])[CH:14]=1)[C:8]([O:10][CH3:11])=[O:9].Cl.O. (7) Given the product [CH2:22]([O:24][C:25](=[O:32])[C:26]([OH:31])([CH3:30])[C:27]([NH:1][C@@H:2]1[C:8](=[O:9])[N:7]([CH2:10][CH2:11][O:12][CH3:13])[C:6]2[CH:14]=[CH:15][CH:16]=[CH:17][C:5]=2[C:4]2[CH:18]=[CH:19][CH:20]=[CH:21][C:3]1=2)=[O:28])[CH3:23], predict the reactants needed to synthesize it. The reactants are: [NH2:1][C@@H:2]1[C:8](=[O:9])[N:7]([CH2:10][CH2:11][O:12][CH3:13])[C:6]2[CH:14]=[CH:15][CH:16]=[CH:17][C:5]=2[C:4]2[CH:18]=[CH:19][CH:20]=[CH:21][C:3]1=2.[CH2:22]([O:24][C:25](=[O:32])[C:26]([OH:31])([CH3:30])[C:27](O)=[O:28])[CH3:23].